From a dataset of Peptide-MHC class II binding affinity with 134,281 pairs from IEDB. Regression. Given a peptide amino acid sequence and an MHC pseudo amino acid sequence, predict their binding affinity value. This is MHC class II binding data. (1) The peptide sequence is GAVDIINKWQVVAPQ. The MHC is HLA-DQA10102-DQB10602 with pseudo-sequence HLA-DQA10102-DQB10602. The binding affinity (normalized) is 0.177. (2) The peptide sequence is QYAKEIWGITANPVP. The MHC is HLA-DQA10501-DQB10201 with pseudo-sequence HLA-DQA10501-DQB10201. The binding affinity (normalized) is 0.661. (3) The peptide sequence is EKKYFAATQFCPLAA. The MHC is HLA-DQA10501-DQB10301 with pseudo-sequence HLA-DQA10501-DQB10301. The binding affinity (normalized) is 0.245.